Dataset: Catalyst prediction with 721,799 reactions and 888 catalyst types from USPTO. Task: Predict which catalyst facilitates the given reaction. Product: [NH2:11][C:8]1[CH:9]=[C:10]2[C:5](=[CH:6][C:7]=1[N+:15]([O-:17])=[O:16])[N:4]([CH2:21][C:22]1[S:26][C:25]([CH3:27])=[N:24][C:23]=1[CH3:28])[C:3](=[O:18])[C:2]2([CH3:1])[CH3:19]. The catalyst class is: 5. Reactant: [CH3:1][C:2]1([CH3:19])[C:10]2[C:5](=[CH:6][C:7]([N+:15]([O-:17])=[O:16])=[C:8]([NH:11]C(=O)C)[CH:9]=2)[NH:4][C:3]1=[O:18].Cl[CH2:21][C:22]1[S:26][C:25]([CH3:27])=[N:24][C:23]=1[CH3:28].C([O-])([O-])=O.[K+].[K+].C1CCN2C(=NCCC2)CC1.